Task: Binary Classification. Given a drug SMILES string, predict its activity (active/inactive) in a high-throughput screening assay against a specified biological target.. Dataset: M1 muscarinic receptor antagonist screen with 61,756 compounds (1) The drug is s1c(C(=O)N2CCN(CC2)c2ccc(NC(=O)CCC)cc2)ccc1. The result is 0 (inactive). (2) The molecule is o1c(CN2CCc3c2nc2c(c3)ccc(c2)C)ccc1. The result is 1 (active).